From a dataset of Forward reaction prediction with 1.9M reactions from USPTO patents (1976-2016). Predict the product of the given reaction. (1) Given the reactants [CH2:1]([O:3][C:4]1[CH:9]=[CH:8][C:7]([C:10]2[CH:11]=[C:12]3[C:16](=[CH:17][CH:18]=2)[C:15](=[O:19])[O:14][CH2:13]3)=[C:6]([O:20]COC)[C:5]=1[O:24][CH3:25])[CH3:2].Cl, predict the reaction product. The product is: [CH2:1]([O:3][C:4]1[CH:9]=[CH:8][C:7]([C:10]2[CH:11]=[C:12]3[C:16](=[CH:17][CH:18]=2)[C:15](=[O:19])[O:14][CH2:13]3)=[C:6]([OH:20])[C:5]=1[O:24][CH3:25])[CH3:2]. (2) Given the reactants [CH3:1][O:2][CH2:3][C@H:4]([CH3:33])[O:5][C:6]1[CH:7]=[C:8]([CH:19]=[C:20]([C:22]2[NH:23][C:24]([C:27]3[O:28][C@@H:29]([CH3:32])[CH2:30][N:31]=3)=[CH:25][CH:26]=2)[CH:21]=1)[O:9][C:10]1[CH:11]=[CH:12][C:13]([C:16](O)=[O:17])=[N:14][CH:15]=1.[CH3:34][N:35]1[CH2:40][CH2:39][NH:38][CH2:37][CH2:36]1.CN(C(ON1N=NC2C=CC=NC1=2)=[N+](C)C)C.F[P-](F)(F)(F)(F)F.C(N(CC)C(C)C)(C)C, predict the reaction product. The product is: [CH3:1][O:2][CH2:3][C@H:4]([CH3:33])[O:5][C:6]1[CH:7]=[C:8]([CH:19]=[C:20]([C:22]2[NH:23][C:24]([C:27]3[O:28][C@@H:29]([CH3:32])[CH2:30][N:31]=3)=[CH:25][CH:26]=2)[CH:21]=1)[O:9][C:10]1[CH:11]=[CH:12][C:13]([C:16]([N:38]2[CH2:39][CH2:40][N:35]([CH3:34])[CH2:36][CH2:37]2)=[O:17])=[N:14][CH:15]=1. (3) Given the reactants [NH2:1][C:2]1[C:11]2[C:6](=[CH:7][CH:8]=[CH:9][CH:10]=2)[N:5]=[C:4]([CH3:12])[CH:3]=1.[Cl:13][CH2:14][CH2:15][CH2:16][N:17]=[C:18]=[O:19], predict the reaction product. The product is: [Cl:13][CH2:14][CH2:15][CH2:16][NH:17][C:18]([NH:1][C:2]1[C:11]2[C:6](=[CH:7][CH:8]=[CH:9][CH:10]=2)[N:5]=[C:4]([CH3:12])[CH:3]=1)=[O:19].